Dataset: Full USPTO retrosynthesis dataset with 1.9M reactions from patents (1976-2016). Task: Predict the reactants needed to synthesize the given product. (1) Given the product [F:1][C:2]1[CH:3]=[CH:4][C:5]2[N:6]([CH:8]=[C:9]([C:11]([NH:13][C@H:14]3[CH2:19][CH2:18][C@@H:17]([N:20]4[C:25](=[O:26])[C:24]5[CH:27]=[C:28]([F:31])[CH:29]=[N:30][C:23]=5[N:22]([C:32]5[CH:33]=[C:34]([C:38]6[CH:43]=[CH:42][C:41]([CH2:52][NH:47][C@H:48]([CH3:51])[CH2:49][OH:50])=[CH:40][CH:39]=6)[CH:35]=[CH:36][CH:37]=5)[C:21]4=[O:46])[CH2:16][CH2:15]3)=[O:12])[N:10]=2)[CH:7]=1, predict the reactants needed to synthesize it. The reactants are: [F:1][C:2]1[CH:3]=[CH:4][C:5]2[N:6]([CH:8]=[C:9]([C:11]([NH:13][C@H:14]3[CH2:19][CH2:18][C@@H:17]([N:20]4[C:25](=[O:26])[C:24]5[CH:27]=[C:28]([F:31])[CH:29]=[N:30][C:23]=5[N:22]([C:32]5[CH:33]=[C:34]([C:38]6[CH:43]=[CH:42][C:41](C=O)=[CH:40][CH:39]=6)[CH:35]=[CH:36][CH:37]=5)[C:21]4=[O:46])[CH2:16][CH2:15]3)=[O:12])[N:10]=2)[CH:7]=1.[NH2:47][CH:48]([CH3:51])[CH2:49][OH:50].[C:52](O[BH-](OC(=O)C)OC(=O)C)(=O)C.[Na+]. (2) Given the product [F:21][CH2:20][CH2:19][O:18][CH2:17][CH2:16][O:15][CH2:14][CH2:13][O:12][C:7]1[CH:6]=[CH:5][C:4]2[C:9](=[CH:10][CH:11]=[C:2]([C:31]3[CH:36]=[CH:35][C:34]([NH2:37])=[CH:33][CH:32]=3)[CH:3]=2)[N:8]=1, predict the reactants needed to synthesize it. The reactants are: Br[C:2]1[CH:3]=[C:4]2[C:9](=[CH:10][CH:11]=1)[N:8]=[C:7]([O:12][CH2:13][CH2:14][O:15][CH2:16][CH2:17][O:18][CH2:19][CH2:20][F:21])[CH:6]=[CH:5]2.B1([C:31]2[CH:36]=[CH:35][C:34]([NH2:37])=[CH:33][CH:32]=2)OC(C)(C)C(C)(C)O1.C(=O)([O-])[O-].[Na+].[Na+].C1(C)C=CC=CC=1. (3) Given the product [CH3:11][N:6]1[C:5]([C:12]2[CH:17]=[CH:16][CH:15]=[CH:14][CH:13]=2)=[N:4][C:3]2[C:7]1=[N:8][CH:9]=[N:10][C:2]=2[NH2:18], predict the reactants needed to synthesize it. The reactants are: Cl[C:2]1[N:10]=[CH:9][N:8]=[C:7]2[C:3]=1[N:4]=[C:5]([C:12]1[CH:17]=[CH:16][CH:15]=[CH:14][CH:13]=1)[N:6]2[CH3:11].[NH3:18]. (4) Given the product [F:38][C:39]1[CH:40]=[C:41]([NH:42][C:24]([CH:21]2[CH2:22][CH2:23][N:19]([C:16]3[CH:15]=[CH:14][C:13]([F:12])=[CH:18][CH:17]=3)[C:20]2=[O:27])=[O:26])[CH:43]=[CH:44][C:45]=1[O:46][C:47]1[C:56]2[C:51](=[CH:52][C:53]([O:59][CH2:60][CH2:61][CH2:62][N:63]3[CH2:68][CH2:67][O:66][CH2:65][CH2:64]3)=[C:54]([O:57][CH3:58])[CH:55]=2)[N:50]=[CH:49][CH:48]=1, predict the reactants needed to synthesize it. The reactants are: CCN=C=NCCCN(C)C.[F:12][C:13]1[CH:18]=[CH:17][C:16]([N:19]2[CH2:23][CH2:22][CH:21]([C:24]([OH:26])=O)[C:20]2=[O:27])=[CH:15][CH:14]=1.C1C=CC2N(O)N=NC=2C=1.[F:38][C:39]1[CH:40]=[C:41]([CH:43]=[CH:44][C:45]=1[O:46][C:47]1[C:56]2[C:51](=[CH:52][C:53]([O:59][CH2:60][CH2:61][CH2:62][N:63]3[CH2:68][CH2:67][O:66][CH2:65][CH2:64]3)=[C:54]([O:57][CH3:58])[CH:55]=2)[N:50]=[CH:49][CH:48]=1)[NH2:42].CCN(CC)CC. (5) Given the product [C:1]([Si:5]([CH3:35])([CH3:34])[O:6][CH2:7][CH2:8][O:9][C:10]1[S:11][C:12]([CH2:15][CH:16]([C:32]#[N:33])[C:17]([N:19]([CH:29]2[CH2:31][CH2:30]2)[CH2:20][C:21]2[CH:26]=[CH:25][CH:24]=[C:23]([CH3:27])[C:22]=2[CH3:28])=[O:18])=[CH:13][N:14]=1)([CH3:4])([CH3:3])[CH3:2], predict the reactants needed to synthesize it. The reactants are: [C:1]([Si:5]([CH3:35])([CH3:34])[O:6][CH2:7][CH2:8][O:9][C:10]1[S:11][C:12](/[CH:15]=[C:16](\[C:32]#[N:33])/[C:17]([N:19]([CH:29]2[CH2:31][CH2:30]2)[CH2:20][C:21]2[CH:26]=[CH:25][CH:24]=[C:23]([CH3:27])[C:22]=2[CH3:28])=[O:18])=[CH:13][N:14]=1)([CH3:4])([CH3:3])[CH3:2].C1COCC1.[BH4-].[Na+].[OH-].[Na+]. (6) Given the product [C:14]1([CH3:23])[CH:19]=[CH:18][CH:17]=[C:16]([C:2]2[N:9]=[C:8]([C:10]([F:13])([F:12])[F:11])[CH:7]=[CH:6][C:3]=2[C:4]#[N:5])[CH:15]=1, predict the reactants needed to synthesize it. The reactants are: Cl[C:2]1[N:9]=[C:8]([C:10]([F:13])([F:12])[F:11])[CH:7]=[CH:6][C:3]=1[C:4]#[N:5].[C:14]1([CH3:23])[CH:19]=[CH:18][CH:17]=[C:16](B(O)O)[CH:15]=1.C(=O)([O-])[O-].[Na+].[Na+].C1CCCCC1.C(OCC)(=O)C. (7) The reactants are: [C:1]([C:4]1[CH:9]=[CH:8][C:7]([N:10]=[C:11]=S)=[CH:6][CH:5]=1)(=[O:3])[CH3:2].C(N=C=NC(C)C)(C)C.[NH2:22][C:23]1[CH:41]=[CH:40][C:26]([C:27]([N:29]([CH2:35][CH2:36][CH:37]([CH3:39])[CH3:38])[CH2:30][CH2:31][CH:32]([CH3:34])[CH3:33])=[O:28])=[CH:25][C:24]=1[NH:42][CH2:43][CH2:44][CH:45]1[O:49][CH2:48][CH2:47][O:46]1. Given the product [C:1]([C:4]1[CH:9]=[CH:8][C:7]([NH:10][C:11]2[N:42]([CH2:43][CH2:44][CH:45]3[O:46][CH2:47][CH2:48][O:49]3)[C:24]3[CH:25]=[C:26]([C:27]([N:29]([CH2:30][CH2:31][CH:32]([CH3:34])[CH3:33])[CH2:35][CH2:36][CH:37]([CH3:38])[CH3:39])=[O:28])[CH:40]=[CH:41][C:23]=3[N:22]=2)=[CH:6][CH:5]=1)(=[O:3])[CH3:2], predict the reactants needed to synthesize it. (8) Given the product [CH3:30][C@H:29]1[C@@H:21]2[C:12]3([CH2:11][C:10]4[CH:9]=[C:8]([C:33]5[S:32][CH:36]=[CH:35][CH:34]=5)[N:25]=[CH:24][C:23]=4[N:22]2[CH2:26][C@@H:27]([CH3:31])[O:28]1)[C:17](=[O:18])[NH:16][C:15](=[O:19])[NH:14][C:13]3=[O:20], predict the reactants needed to synthesize it. The reactants are: O1CCOCC1.Br[C:8]1[N:25]=[CH:24][C:23]2[N:22]3[CH2:26][C@@H:27]([CH3:31])[O:28][C@@H:29]([CH3:30])[C@@H:21]3[C:12]3([C:17](=[O:18])[NH:16][C:15](=[O:19])[NH:14][C:13]3=[O:20])[CH2:11][C:10]=2[CH:9]=1.[S:32]1[CH:36]=[CH:35][CH:34]=[C:33]1B(O)O.C(=O)([O-])[O-].[Cs+].[Cs+].